From a dataset of Reaction yield outcomes from USPTO patents with 853,638 reactions. Predict the reaction yield, written as a fraction of the theoretical maximum amount of product (1.0 means a 100% yield; for example, 0.34 means a 34% yield). (1) The reactants are [N+]([O-])(O)=O.[N+]([O-])(O)=O.[CH3:9][O:10][C:11]1[CH:12]=[C:13]([NH:23][C:24]([NH2:26])=[NH:25])[CH:14]=[CH:15][C:16]=1[N:17]1[CH:21]=[C:20]([CH3:22])[N:19]=[CH:18]1.CN(C)[CH:29]=[C:30]([C:36](=O)[C:37]1[CH:42]=[CH:41][C:40]([Cl:43])=[CH:39][CH:38]=1)[C:31]([O:33][CH2:34][CH3:35])=[O:32].C(N(CC)CC)C. The catalyst is C(O)C.C(OCC)(=O)C. The product is [Cl:43][C:40]1[CH:39]=[CH:38][C:37]([C:36]2[C:30]([C:31]([O:33][CH2:34][CH3:35])=[O:32])=[CH:29][N:26]=[C:24]([NH:23][C:13]3[CH:14]=[CH:15][C:16]([N:17]4[CH:21]=[C:20]([CH3:22])[N:19]=[CH:18]4)=[C:11]([O:10][CH3:9])[CH:12]=3)[N:25]=2)=[CH:42][CH:41]=1. The yield is 0.680. (2) The product is [Br:1][C:2]1[CH:3]=[C:4]([CH:7]=[CH:8][C:9]=1[OH:10])[C:5]([NH2:6])=[O:11]. No catalyst specified. The reactants are [Br:1][C:2]1[CH:3]=[C:4]([CH:7]=[CH:8][C:9]=1[OH:10])[C:5]#[N:6].[OH:11]S(O)(=O)=O. The yield is 0.830.